Task: Predict the reaction yield, written as a fraction of the theoretical maximum amount of product (1.0 means a 100% yield; for example, 0.34 means a 34% yield).. Dataset: Reaction yield outcomes from USPTO patents with 853,638 reactions (1) The reactants are [NH2:1][C:2]1[N:7]=[CH:6][N:5]=[C:4]2[N:8]([C@@H:26]3[CH2:31][CH2:30][CH2:29][N:28]([C:32](=[O:36])[CH2:33][C:34]#[N:35])[CH2:27]3)[N:9]=[C:10]([C:11]3[CH:16]=[CH:15][C:14]([O:17][C:18]4[CH:23]=[C:22]([F:24])[CH:21]=[CH:20][C:19]=4[F:25])=[CH:13][CH:12]=3)[C:3]=12.N1[CH2:42][CH2:41][CH2:40][CH2:39]C1.C1(C=O)CC1. The catalyst is CO. The product is [NH2:1][C:2]1[N:7]=[CH:6][N:5]=[C:4]2[N:8]([C@@H:26]3[CH2:31][CH2:30][CH2:29][N:28]([C:32]([C:33](=[CH:39][CH:40]4[CH2:42][CH2:41]4)[C:34]#[N:35])=[O:36])[CH2:27]3)[N:9]=[C:10]([C:11]3[CH:16]=[CH:15][C:14]([O:17][C:18]4[CH:23]=[C:22]([F:24])[CH:21]=[CH:20][C:19]=4[F:25])=[CH:13][CH:12]=3)[C:3]=12. The yield is 0.230. (2) The product is [CH3:47][N:46]([CH3:48])[CH2:45][CH2:44][N:1]1[CH:5]=[C:4]([C:6]2[C:14]3[C:13]([NH:15][C@H:16]([C:18]4[N:23]([C:24]5[CH:25]=[CH:26][CH:27]=[CH:28][CH:29]=5)[C:22](=[O:30])[C:21]5=[C:31]([CH3:34])[CH:32]=[CH:33][N:20]5[N:19]=4)[CH3:17])=[N:12][CH:11]=[N:10][C:9]=3[N:8]([CH2:35][O:36][CH2:37][CH2:38][Si:39]([CH3:40])([CH3:42])[CH3:41])[CH:7]=2)[CH:3]=[N:2]1. The yield is 0.570. The reactants are [NH:1]1[CH:5]=[C:4]([C:6]2[C:14]3[C:13]([NH:15][C@H:16]([C:18]4[N:23]([C:24]5[CH:29]=[CH:28][CH:27]=[CH:26][CH:25]=5)[C:22](=[O:30])[C:21]5=[C:31]([CH3:34])[CH:32]=[CH:33][N:20]5[N:19]=4)[CH3:17])=[N:12][CH:11]=[N:10][C:9]=3[N:8]([CH2:35][O:36][CH2:37][CH2:38][Si:39]([CH3:42])([CH3:41])[CH3:40])[CH:7]=2)[CH:3]=[N:2]1.Cl[CH2:44][CH2:45][N:46]([CH3:48])[CH3:47].C(=O)([O-])[O-].[Cs+].[Cs+]. The catalyst is CN(C=O)C. (3) The reactants are [Cl:1][C:2]1[CH:7]=[CH:6][C:5]([Cl:8])=[CH:4][C:3]=1[OH:9].C(=O)([O-])[O-].[K+].[K+].[CH2:16](Br)[C:17]#[CH:18].C1(C)C=CC=CC=1. The catalyst is CC(C)=O. The product is [Cl:1][C:2]1[CH:7]=[CH:6][C:5]([Cl:8])=[CH:4][C:3]=1[O:9][CH2:18][C:17]#[CH:16]. The yield is 1.00. (4) The reactants are [CH2:1]([O:3][C:4]([C:6]1[C:7](Cl)=[C:8]2[CH:14]=C[NH:12][C:9]2=[N:10][CH:11]=1)=[O:5])[CH3:2].Cl.[C:17]([C:21]1[CH:34]=[CH:33][C:24]([CH2:25][C:26]2([NH2:32])[CH2:31][CH2:30][NH:29][CH2:28][CH2:27]2)=[CH:23][CH:22]=1)([CH3:20])([CH3:19])[CH3:18].C([N:37](CC)CC)C. The catalyst is C(O)CCC. The product is [CH2:1]([O:3][C:4]([C:6]1[C:7]([N:29]2[CH2:30][CH2:31][C:26]([NH2:32])([CH2:25][C:24]3[CH:33]=[CH:34][C:21]([C:17]([CH3:20])([CH3:18])[CH3:19])=[CH:22][CH:23]=3)[CH2:27][CH2:28]2)=[C:8]2[CH:14]=[N:37][NH:12][C:9]2=[N:10][CH:11]=1)=[O:5])[CH3:2]. The yield is 0.650. (5) The reactants are S(Cl)([Cl:4])(=O)=O.[CH3:6][O:7][C:8]1[CH:9]=[CH:10][C:11]2[S:15][C:14](S)=[N:13][C:12]=2[CH:17]=1. The catalyst is C1COCC1.CCOC(C)=O. The product is [Cl:4][C:14]1[S:15][C:11]2[CH:10]=[CH:9][C:8]([O:7][CH3:6])=[CH:17][C:12]=2[N:13]=1. The yield is 0.200. (6) The reactants are [C:1]([O:4][C@H:5]1[CH2:9][C@H:8]([N:10]2[C:14]3[N:15]=[CH:16][N:17]=[C:18]([NH:19][C@@H:20]4[C:28]5[C:23](=[CH:24][CH:25]=[CH:26][CH:27]=5)[CH2:22][CH2:21]4)[C:13]=3[CH:12]=[CH:11]2)[CH2:7][C@H:6]1[CH2:29][O:30][Si](C(C)(C)C)(C)C)(=[O:3])[CH3:2].N1C=CC=CC=1.F.N1C=CC=CC=1.C(=O)(O)[O-].[Na+]. The catalyst is C1COCC1. The product is [C:1]([O:4][C@H:5]1[CH2:9][C@H:8]([N:10]2[C:14]3[N:15]=[CH:16][N:17]=[C:18]([NH:19][C@@H:20]4[C:28]5[C:23](=[CH:24][CH:25]=[CH:26][CH:27]=5)[CH2:22][CH2:21]4)[C:13]=3[CH:12]=[CH:11]2)[CH2:7][C@H:6]1[CH2:29][OH:30])(=[O:3])[CH3:2]. The yield is 0.800. (7) The reactants are [NH2:1][C:2]1[N:7]=[CH:6][CH:5]=[CH:4][N:3]=1.[CH2:8](OC(OCC)CBr)[CH3:9].Br. The catalyst is C(O)C. The product is [N:1]1[CH:8]=[CH:9][N:3]2[CH:4]=[CH:5][CH:6]=[N:7][C:2]=12. The yield is 0.820.